Dataset: Full USPTO retrosynthesis dataset with 1.9M reactions from patents (1976-2016). Task: Predict the reactants needed to synthesize the given product. (1) The reactants are: [NH2:1][C:2]1[CH:3]=[C:4]([SH:8])[CH:5]=[CH:6][CH:7]=1.[F:9][C:10]([F:23])([O:14][C:15]1[CH:16]=[C:17]([CH:20]=[CH:21][CH:22]=1)[CH:18]=O)[CH:11]([F:13])[F:12].C(O)(=O)C.[BH-](OC(C)=O)(OC(C)=O)OC(C)=O.[Na+]. Given the product [F:9][C:10]([F:23])([O:14][C:15]1[CH:16]=[C:17]([CH2:18][NH:1][C:2]2[CH:3]=[C:4]([SH:8])[CH:5]=[CH:6][CH:7]=2)[CH:20]=[CH:21][CH:22]=1)[CH:11]([F:12])[F:13], predict the reactants needed to synthesize it. (2) Given the product [N:35]1([CH2:2][CH2:3][O:4][C:5]2[C:10]([CH3:11])=[CH:9][C:8]([C:12]3[NH:21][C:20](=[O:22])[C:19]4[C:14](=[CH:15][C:16]([O:25][CH3:26])=[CH:17][C:18]=4[O:23][CH3:24])[N:13]=3)=[CH:7][C:6]=2[CH3:27])[CH2:37][CH2:7][CH2:6][CH2:5][CH2:10][CH2:34]1, predict the reactants needed to synthesize it. The reactants are: Br[CH2:2][CH2:3][O:4][C:5]1[C:10]([CH3:11])=[CH:9][C:8]([C:12]2[NH:21][C:20](=[O:22])[C:19]3[C:14](=[CH:15][C:16]([O:25][CH3:26])=[CH:17][C:18]=3[O:23][CH3:24])[N:13]=2)=[CH:7][C:6]=1[CH3:27].C([O-])(O)=O.[Na+].O.[CH3:34][N:35]([CH:37]=O)C. (3) Given the product [CH:13]1([N:10]2[CH2:9][C:8]([F:19])([F:18])[C:7](=[O:20])[N:6]([CH3:21])[C:5]3[CH:4]=[N:3][C:2]([NH:28][C:27]4[CH:29]=[C:23]([F:22])[CH:24]=[CH:25][C:26]=4[CH3:30])=[N:12][C:11]2=3)[CH2:17][CH2:16][CH2:15][CH2:14]1, predict the reactants needed to synthesize it. The reactants are: Cl[C:2]1[N:3]=[CH:4][C:5]2[N:6]([CH3:21])[C:7](=[O:20])[C:8]([F:19])([F:18])[CH2:9][N:10]([CH:13]3[CH2:17][CH2:16][CH2:15][CH2:14]3)[C:11]=2[N:12]=1.[F:22][C:23]1[CH:24]=[CH:25][C:26]([CH3:30])=[C:27]([CH:29]=1)[NH2:28]. (4) Given the product [ClH:1].[ClH:1].[CH3:12][O:10][C:9](=[O:11])[C@H:3]([CH2:4][CH2:5][CH2:6][CH2:7][NH2:8])[NH2:2], predict the reactants needed to synthesize it. The reactants are: [ClH:1].[NH2:2][C@H:3]([C:9]([OH:11])=[O:10])[CH2:4][CH2:5][CH2:6][CH2:7][NH2:8].[CH3:12]O. (5) Given the product [C:1]([O:5][CH2:6][CH:13]=[CH:14][CH3:15])(=[O:4])[CH2:2][OH:3], predict the reactants needed to synthesize it. The reactants are: [C:1]([O:5][CH3:6])(=[O:4])[CH2:2][OH:3].C([O-])([O-])=O.[K+].[K+].[CH2:13](O)[CH:14]=[CH:15]C. (6) Given the product [CH:27]1([N:23]2[C:24]3[C:20](=[CH:19][C:18]([C:15]4[C:14]([F:30])=[CH:13][C:12]5[NH:8][C:9]([O:31][CH:32]6[CH2:33][CH2:34][CH:35]([C:38]([O:40][CH2:41][CH3:42])=[O:39])[CH2:36][CH2:37]6)=[N:10][C:11]=5[C:16]=4[F:17])=[CH:26][CH:25]=3)[CH:21]=[CH:22]2)[CH2:29][CH2:28]1, predict the reactants needed to synthesize it. The reactants are: C1(C2C=CC=CC=2)C=CC(C[N:8]2[C:12]3[CH:13]=[C:14]([F:30])[C:15]([C:18]4[CH:19]=[C:20]5[C:24](=[CH:25][CH:26]=4)[N:23]([CH:27]4[CH2:29][CH2:28]4)[CH:22]=[CH:21]5)=[C:16]([F:17])[C:11]=3[N:10]=[C:9]2[O:31][CH:32]2[CH2:37][CH2:36][CH:35]([C:38]([O:40][CH2:41][CH3:42])=[O:39])[CH2:34][CH2:33]2)=CC=1.C1CC=CCC=1. (7) Given the product [OH:18][CH2:17][CH2:16][N:13]1[CH2:14][CH2:15][N:10]([C:7]2[CH:8]=[CH:9][C:4]([N:1]=[C:20]=[S:21])=[CH:5][CH:6]=2)[CH2:11][CH2:12]1, predict the reactants needed to synthesize it. The reactants are: [N+:1]([C:4]1[CH:9]=[CH:8][C:7]([N:10]2[CH2:15][CH2:14][N:13]([CH2:16][CH2:17][OH:18])[CH2:12][CH2:11]2)=[CH:6][CH:5]=1)([O-])=O.[N-]=[C:20]=[S:21].